From a dataset of Full USPTO retrosynthesis dataset with 1.9M reactions from patents (1976-2016). Predict the reactants needed to synthesize the given product. (1) Given the product [CH3:12][C:10]1[CH:11]=[C:2]([B:27]2[O:31][C:30]([CH3:33])([CH3:32])[C:29]([CH3:35])([CH3:34])[O:28]2)[CH:3]=[C:4]2[C:9]=1[O:8][CH:7]([C:13]([F:16])([F:15])[F:14])[C:6]([C:17]([O:19][CH2:20][CH3:21])=[O:18])=[CH:5]2, predict the reactants needed to synthesize it. The reactants are: Br[C:2]1[CH:3]=[C:4]2[C:9](=[C:10]([CH3:12])[CH:11]=1)[O:8][CH:7]([C:13]([F:16])([F:15])[F:14])[C:6]([C:17]([O:19][CH2:20][CH3:21])=[O:18])=[CH:5]2.C([O-])(=O)C.[K+].[B:27]1([B:27]2[O:31][C:30]([CH3:33])([CH3:32])[C:29]([CH3:35])([CH3:34])[O:28]2)[O:31][C:30]([CH3:33])([CH3:32])[C:29]([CH3:35])([CH3:34])[O:28]1.O. (2) Given the product [Cl-:7].[CH2:8]([N+:10]([CH2:6][CH2:5][O:4][CH2:3][CH2:2][OH:1])([CH3:12])[CH3:11])[CH3:9], predict the reactants needed to synthesize it. The reactants are: [OH:1][CH2:2][CH2:3][O:4][CH2:5][CH2:6][Cl:7].[CH2:8]([N:10]([CH3:12])[CH3:11])[CH3:9].[OH-].[Na+].